Dataset: Forward reaction prediction with 1.9M reactions from USPTO patents (1976-2016). Task: Predict the product of the given reaction. Given the reactants [Br:1][C:2]1[CH:15]=[CH:14][C:13]2[O:12][C:11]3[C:6](=[CH:7][C:8](I)=[CH:9][CH:10]=3)[C@@:5]3([CH2:20][O:19][C:18]([NH2:21])=[N:17]3)[C:4]=2[CH:3]=1.[N:22]1[CH:27]=[CH:26][CH:25]=[C:24](B(O)O)[CH:23]=1.COCCOC.C(=O)([O-])[O-].[Na+].[Na+], predict the reaction product. The product is: [Br:1][C:2]1[CH:15]=[CH:14][C:13]2[O:12][C:11]3[C:6](=[CH:7][C:8]([C:24]4[CH:23]=[N:22][CH:27]=[CH:26][CH:25]=4)=[CH:9][CH:10]=3)[C@@:5]3([CH2:20][O:19][C:18]([NH2:21])=[N:17]3)[C:4]=2[CH:3]=1.